This data is from Forward reaction prediction with 1.9M reactions from USPTO patents (1976-2016). The task is: Predict the product of the given reaction. (1) Given the reactants [NH:1]1[CH2:6][CH2:5][CH:4]([C:7]2[N:15]3[C:10]([C:11]([NH2:16])=[N:12][CH:13]=[N:14]3)=[C:9]([C:17]3[CH:18]=[CH:19][C:20]4[C:24]([CH:25]=3)=[N:23][N:22]([CH2:26][C:27]3[CH:28]=[N:29][CH:30]=[CH:31][CH:32]=3)[CH:21]=4)[CH:8]=2)[CH2:3][CH2:2]1.Cl[CH2:34][C:35](N(C)C)=[O:36], predict the reaction product. The product is: [C:35]([N:1]1[CH2:2][CH2:3][CH:4]([C:7]2[N:15]3[C:10]([C:11]([NH2:16])=[N:12][CH:13]=[N:14]3)=[C:9]([C:17]3[CH:18]=[CH:19][C:20]4[C:24]([CH:25]=3)=[N:23][N:22]([CH2:26][C:27]3[CH:28]=[N:29][CH:30]=[CH:31][CH:32]=3)[CH:21]=4)[CH:8]=2)[CH2:5][CH2:6]1)(=[O:36])[CH3:34]. (2) The product is: [CH:15]1([CH:8]([NH:12][C:13]([C:15]2[CH:45]=[CH:44][C:18]3[N:19]([CH:38]4[CH2:39][CH2:40][CH2:41][CH2:42][CH2:43]4)[C:20]([C:22]4[CH:23]=[C:24]5[C:29](=[CH:30][CH:31]=4)[N:28]=[C:27]([C:54]4[CH:49]=[CH:50][CH:51]=[CH:52][CH:53]=4)[CH:26]=[N:25]5)=[N:21][C:17]=3[CH:16]=2)=[O:14])[C:9]([OH:11])=[O:10])[CH2:45][CH2:44][CH2:18][CH2:17][CH2:16]1. Given the reactants C1(C[CH:8]([NH:12][C:13]([C:15]2[CH:45]=[CH:44][C:18]3[N:19]([CH:38]4[CH2:43][CH2:42][CH2:41][CH2:40][CH2:39]4)[C:20]([C:22]4[CH:23]=[C:24]5[C:29](=[CH:30][CH:31]=4)[N:28]=[C:27](C4C=CC=CC=4)[CH:26]=[N:25]5)=[N:21][C:17]=3[CH:16]=2)=[O:14])[C:9]([OH:11])=[O:10])CCCCC1.N(C(OCC1C2C(=CC=CC=2)C2C1=CC=CC=2)=O)[C@H](C(O)=O)C[CH:49]1[CH2:54][CH2:53][CH2:52][CH2:51][CH2:50]1, predict the reaction product. (3) Given the reactants C([O-])([O-])=O.[Na+].[Na+].C([O-])(O)=O.[Na+].[CH2:12]([O:14][C:15]([C:17]1[NH:18][C:19]([CH2:22][NH2:23])=[CH:20][CH:21]=1)=[O:16])[CH3:13].[C:24](O[C:24]([O:26][C:27]([CH3:30])([CH3:29])[CH3:28])=[O:25])([O:26][C:27]([CH3:30])([CH3:29])[CH3:28])=[O:25].Cl, predict the reaction product. The product is: [C:27]([O:26][C:24](=[O:25])[NH:23][CH2:22][C:19]1[NH:18][C:17]([C:15]([O:14][CH2:12][CH3:13])=[O:16])=[CH:21][CH:20]=1)([CH3:30])([CH3:29])[CH3:28]. (4) Given the reactants [CH:1]12[CH2:10][CH:5]3[CH2:6][CH:7]([CH2:9][CH:3]([CH2:4]3)[CH2:2]1)[CH2:8]2.[OH:11][C:12]12[CH2:21][CH:16]3[CH2:17][CH:18]([CH2:20][C:14]([OH:22])([CH2:15]3)[CH2:13]1)[CH2:19]2.ClCCCl.S(=O)(=O)(O)[OH:28].[CH:32]([OH:34])=[O:33], predict the reaction product. The product is: [OH:11][C:12]12[CH2:21][CH:16]3[CH2:17][CH:18]([CH2:20][C:14]([OH:22])([CH2:15]3)[CH2:13]1)[CH2:19]2.[C:1]12([C:14]([OH:22])=[O:28])[CH2:10][CH:5]3[CH2:6][CH:7]([CH2:9][C:3]([C:32]([OH:34])=[O:33])([CH2:4]3)[CH2:2]1)[CH2:8]2. (5) Given the reactants [CH3:1][C:2]1[NH:6][C:5]2[C:7]([C:17]([O:19]C)=[O:18])=[CH:8][C:9]([N:11]3[CH2:16][CH2:15][O:14][CH2:13][CH2:12]3)=[CH:10][C:4]=2[N:3]=1.Br[CH2:22][C:23]1[C:31]2[S:30][CH:29]=[CH:28][C:27]=2[CH:26]=[CH:25][CH:24]=1.C(=O)([O-])[O-].[K+].[K+].[OH-].[Li+].Cl, predict the reaction product. The product is: [S:30]1[C:31]2[C:23]([CH2:22][N:3]3[C:4]4[CH:10]=[C:9]([N:11]5[CH2:12][CH2:13][O:14][CH2:15][CH2:16]5)[CH:8]=[C:7]([C:17]([OH:19])=[O:18])[C:5]=4[N:6]=[C:2]3[CH3:1])=[CH:24][CH:25]=[CH:26][C:27]=2[CH:28]=[CH:29]1. (6) Given the reactants [CH2:1]([O:8][CH2:9][C@@H:10]1[O:18][CH2:17][C@:13]2([C:19]3[CH:24]=[CH:23][C:22]([F:25])=[CH:21][C:20]=3[F:26])[NH:14][O:15][CH2:16][C@@H:12]2[CH2:11]1)[C:2]1[CH:7]=[CH:6][CH:5]=[CH:4][CH:3]=1, predict the reaction product. The product is: [NH2:14][C@@:13]1([C:19]2[CH:24]=[CH:23][C:22]([F:25])=[CH:21][C:20]=2[F:26])[CH2:17][O:18][C@@H:10]([CH2:9][O:8][CH2:1][C:2]2[CH:3]=[CH:4][CH:5]=[CH:6][CH:7]=2)[CH2:11][C@H:12]1[CH2:16][OH:15]. (7) Given the reactants [Cl:1][C:2]1[CH:3]=[C:4]2[C:9](=[CH:10][CH:11]=1)[NH:8][C:7](=O)[C:6]([C:13](O)=[O:14])=[C:5]2[C:16]1[CH:21]=[CH:20][CH:19]=[CH:18][CH:17]=1.P(Cl)(Cl)([Cl:24])=O.[C:27]([O:31][CH2:32][CH:33]1[C:45]2[CH:44]=[CH:43][CH:42]=[CH:41][C:40]=2[C:39]2[C:34]1=[CH:35][CH:36]=[CH:37][CH:38]=2)(=[O:30])[NH:28][NH2:29], predict the reaction product. The product is: [CH:35]1[C:34]2[CH:33]([CH2:32][O:31][C:27]([NH:28][NH:29][C:13]([C:6]3[C:7]([Cl:24])=[N:8][C:9]4[C:4]([C:5]=3[C:16]3[CH:21]=[CH:20][CH:19]=[CH:18][CH:17]=3)=[CH:3][C:2]([Cl:1])=[CH:11][CH:10]=4)=[O:14])=[O:30])[C:45]3[C:40](=[CH:41][CH:42]=[CH:43][CH:44]=3)[C:39]=2[CH:38]=[CH:37][CH:36]=1. (8) Given the reactants [NH2:1][C:2]1[CH:3]=[CH:4][C:5]([C:9]([CH3:12])([CH3:11])[CH3:10])=[C:6]([OH:8])[CH:7]=1.[C:13]1(=O)[C:21]2[C:16](=[CH:17][CH:18]=[CH:19][CH:20]=2)[C:15](=[O:22])[O:14]1.C(N(CC)CC)C, predict the reaction product. The product is: [C:9]([C:5]1[CH:4]=[CH:3][C:2]([N:1]2[C:13](=[O:14])[C:21]3[C:16](=[CH:17][CH:18]=[CH:19][CH:20]=3)[C:15]2=[O:22])=[CH:7][C:6]=1[OH:8])([CH3:12])([CH3:11])[CH3:10]. (9) Given the reactants C([O:4][C@H:5]([CH3:27])[CH2:6][CH2:7][CH2:8][CH2:9][N:10]1[C:15](=[O:16])[C:14]2[C:17]([N:22]([CH3:24])[CH3:23])=[CH:18][C:19]([CH3:21])=[N:20][C:13]=2[N:12]([CH3:25])[C:11]1=[O:26])(=O)C.[OH-].[K+], predict the reaction product. The product is: [CH3:25][N:12]1[C:13]2[N:20]=[C:19]([CH3:21])[CH:18]=[C:17]([N:22]([CH3:24])[CH3:23])[C:14]=2[C:15](=[O:16])[N:10]([CH2:9][CH2:8][CH2:7][CH2:6][C@H:5]([OH:4])[CH3:27])[C:11]1=[O:26].